Dataset: Forward reaction prediction with 1.9M reactions from USPTO patents (1976-2016). Task: Predict the product of the given reaction. (1) Given the reactants C([O:4][CH2:5][C:6]1[C:7]([N:31]2[CH2:43][CH2:42][N:34]3[C:35]4[CH2:36][CH2:37][CH2:38][CH2:39][C:40]=4[CH:41]=[C:33]3[C:32]2=[O:44])=[N:8][CH:9]=[CH:10][C:11]=1[C:12]1[CH:17]=[C:16]([NH:18][C:19]2[CH:24]=[CH:23][C:22]([S:25]([CH3:28])(=[O:27])=[O:26])=[CH:21][N:20]=2)[C:15](=[O:29])[N:14]([CH3:30])[CH:13]=1)(=O)C.O.[Li+].[OH-], predict the reaction product. The product is: [OH:4][CH2:5][C:6]1[C:7]([N:31]2[CH2:43][CH2:42][N:34]3[C:35]4[CH2:36][CH2:37][CH2:38][CH2:39][C:40]=4[CH:41]=[C:33]3[C:32]2=[O:44])=[N:8][CH:9]=[CH:10][C:11]=1[C:12]1[CH:17]=[C:16]([NH:18][C:19]2[CH:24]=[CH:23][C:22]([S:25]([CH3:28])(=[O:27])=[O:26])=[CH:21][N:20]=2)[C:15](=[O:29])[N:14]([CH3:30])[CH:13]=1. (2) Given the reactants C(OC([N:8]1[C:16]2[C:11](=[CH:12][C:13]([O:17][CH2:18][CH2:19][CH2:20][CH2:21][N:22]([CH2:24][CH:25]=[CH2:26])[CH3:23])=[CH:14][CH:15]=2)[CH2:10][CH2:9]1)=O)(C)(C)C, predict the reaction product. The product is: [CH2:24]([N:22]([CH2:21][CH2:20][CH2:19][CH2:18][O:17][C:13]1[CH:12]=[C:11]2[C:16](=[CH:15][CH:14]=1)[NH:8][CH2:9][CH2:10]2)[CH3:23])[CH:25]=[CH2:26]. (3) Given the reactants Cl[C:2]1[C:7]([C:8]#[N:9])=[CH:6][N:5]=[C:4]2[CH:10]=[CH:11][S:12][C:3]=12.C(=O)([O-])[O-].[K+].[K+].[Cl:19][C:20]1[CH:25]=[C:24]([Cl:26])[CH:23]=[CH:22][C:21]=1[OH:27].O, predict the reaction product. The product is: [Cl:19][C:20]1[CH:25]=[C:24]([Cl:26])[CH:23]=[CH:22][C:21]=1[O:27][C:2]1[C:7]([C:8]#[N:9])=[CH:6][N:5]=[C:4]2[CH:10]=[CH:11][S:12][C:3]=12. (4) Given the reactants [H-].[Na+].[NH2:3][C:4]1[N:9]=[C:8]([CH2:10][C:11]2[C:16]([Cl:17])=[CH:15][CH:14]=[CH:13][C:12]=2[Cl:18])[N:7]=[C:6]([NH:19][C:20]2[CH:27]=[CH:26][C:23]([C:24]#[N:25])=[CH:22][CH:21]=2)[N:5]=1.C[O:29][C:30](=[O:33])[CH2:31]Cl.[CH3:34]N(C=O)C, predict the reaction product. The product is: [CH3:34][CH:31]([C:30]([OH:29])=[O:33])[N:19]([C:20]1[CH:21]=[CH:22][C:23]([C:24]#[N:25])=[CH:26][CH:27]=1)[C:6]1[N:5]=[C:4]([NH2:3])[N:9]=[C:8]([CH2:10][C:11]2[C:16]([Cl:17])=[CH:15][CH:14]=[CH:13][C:12]=2[Cl:18])[N:7]=1. (5) The product is: [NH2:12][CH:11]([C:10]1[CH:9]=[CH:8][C:7]([C:3]2([C:1]#[N:2])[CH2:6][CH2:5][CH2:4]2)=[CH:14][CH:13]=1)[CH3:16]. Given the reactants [C:1]([C:3]1([C:7]2[CH:14]=[CH:13][C:10]([C:11]#[N:12])=[CH:9][CH:8]=2)[CH2:6][CH2:5][CH2:4]1)#[N:2].[Li][CH3:16].[BH4-].[Na+].Cl, predict the reaction product.